From a dataset of TCR-epitope binding with 47,182 pairs between 192 epitopes and 23,139 TCRs. Binary Classification. Given a T-cell receptor sequence (or CDR3 region) and an epitope sequence, predict whether binding occurs between them. (1) The epitope is KAYNVTQAF. The TCR CDR3 sequence is CASSDAIVAGANVLTF. Result: 1 (the TCR binds to the epitope). (2) The epitope is RLRPGGKKK. The TCR CDR3 sequence is CASTILMGQPQHF. Result: 0 (the TCR does not bind to the epitope).